Dataset: Forward reaction prediction with 1.9M reactions from USPTO patents (1976-2016). Task: Predict the product of the given reaction. (1) Given the reactants Cl[C:2]1[C:3]([C:8]#[N:9])=[N:4][CH:5]=[CH:6][N:7]=1.[CH3:10][O:11][C:12]1[CH:17]=[CH:16][C:15]([CH2:18][NH2:19])=[CH:14][CH:13]=1.C(N(CC)C(C)C)(C)C, predict the reaction product. The product is: [CH3:10][O:11][C:12]1[CH:17]=[CH:16][C:15]([CH2:18][NH:19][C:2]2[C:3]([C:8]#[N:9])=[N:4][CH:5]=[CH:6][N:7]=2)=[CH:14][CH:13]=1. (2) Given the reactants [C:1]([C:5]1[N:6]=[C:7]([NH:10][C:11]([C:13]2[CH:46]=[CH:45][N:16]3[C:17](=[O:44])[C:18](/[CH:35]=[CH:36]/[C:37]([O:39]C(C)(C)C)=[O:38])=[C:19]([N:21]4[CH2:26][CH2:25][CH:24]([O:27][C:28]([NH2:30])=[O:29])[CH:23]([O:31][C:32]([NH2:34])=[O:33])[CH2:22]4)[N:20]=[C:15]3[CH:14]=2)=[O:12])[S:8][CH:9]=1)([CH3:4])([CH3:3])[CH3:2].Cl, predict the reaction product. The product is: [C:1]([C:5]1[N:6]=[C:7]([NH:10][C:11]([C:13]2[CH:46]=[CH:45][N:16]3[C:17](=[O:44])[C:18](/[CH:35]=[CH:36]/[C:37]([OH:39])=[O:38])=[C:19]([N:21]4[CH2:26][CH2:25][CH:24]([O:27][C:28]([NH2:30])=[O:29])[CH:23]([O:31][C:32]([NH2:34])=[O:33])[CH2:22]4)[N:20]=[C:15]3[CH:14]=2)=[O:12])[S:8][CH:9]=1)([CH3:4])([CH3:2])[CH3:3]. (3) Given the reactants [Na].[C:2]([O:8][CH2:9][CH3:10])(=[O:7])[CH2:3]C(C)=O.[O-]CC.[Na+].Br[C:16]1[S:17][CH:18]=[CH:19][C:20]=1[C:21]([OH:23])=[O:22], predict the reaction product. The product is: [CH2:9]([O:8][C:2](=[O:7])[CH2:3][C:16]1[S:17][CH:18]=[CH:19][C:20]=1[C:21]([OH:23])=[O:22])[CH3:10]. (4) The product is: [C:1]([O:5][C:6]([N:8]1[CH2:13][CH2:12][CH:11]([NH:14][S:15]([C:18]2[C:27]3[CH2:26][CH2:25][CH2:24][CH2:23][C:22]=3[C:21]([C:28](=[O:29])[NH:37][CH2:36][CH2:35][CH2:34][N:33]([CH3:42])[CH3:32])=[CH:20][CH:19]=2)(=[O:17])=[O:16])[CH2:10][CH2:9]1)=[O:7])([CH3:4])([CH3:3])[CH3:2]. Given the reactants [C:1]([O:5][C:6]([N:8]1[CH2:13][CH2:12][CH:11]([NH:14][S:15]([C:18]2[C:27]3[CH2:26][CH2:25][CH2:24][CH2:23][C:22]=3[C:21]([C:28](O)=[O:29])=[CH:20][CH:19]=2)(=[O:17])=[O:16])[CH2:10][CH2:9]1)=[O:7])([CH3:4])([CH3:3])[CH3:2].Cl.[CH3:32][N:33]([CH3:42])[CH2:34][CH2:35][CH2:36][N:37]=C=NCC.C1(N)CCCCC1.CO, predict the reaction product. (5) The product is: [F:26][C:22]1([F:25])[CH2:23][CH2:24][N:20]([C:18]2[N:17]=[C:16]([NH:27][C:28]3[CH:33]=[C:32]([C:34]([F:37])([F:36])[F:35])[CH:31]=[CH:30][N:29]=3)[CH:15]=[C:14]([CH:12]3[CH2:11][CH2:10][CH2:9][N:8]([CH3:1])[CH2:13]3)[CH:19]=2)[CH2:21]1. Given the reactants [CH2:1]([N:8]1[CH:13]=[C:12]([C:14]2[CH:19]=[C:18]([N:20]3[CH2:24][CH2:23][C:22]([F:26])([F:25])[CH2:21]3)[N:17]=[C:16]([NH:27][C:28]3[CH:33]=[C:32]([C:34]([F:37])([F:36])[F:35])[CH:31]=[CH:30][N:29]=3)[CH:15]=2)[CH2:11][CH2:10][CH2:9]1)C1C=CC=CC=1.CO.C(OCC)(=O)C.C(O)(=O)C, predict the reaction product. (6) The product is: [CH2:1]([N:3]1[C:7]2=[N:8][C:9]([CH2:43][CH3:44])=[C:10]([CH2:19][NH:20][C:21](=[O:42])[CH2:22][C:23]([NH:25][CH2:26][C:27]3[CH:28]=[C:29]([C:34]4[CH:35]=[CH:36][CH:40]=[C:38]([CH2:37][N:50]5[CH2:49][CH2:48][NH:47][C@@H:46]([CH3:45])[CH2:51]5)[CH:39]=4)[C:30]([F:33])=[CH:31][CH:32]=3)=[O:24])[C:11]([NH:12][CH:13]3[CH2:14][CH2:15][O:16][CH2:17][CH2:18]3)=[C:6]2[CH:5]=[N:4]1)[CH3:2]. Given the reactants [CH2:1]([N:3]1[C:7]2=[N:8][C:9]([CH2:43][CH3:44])=[C:10]([CH2:19][NH:20][C:21](=[O:42])[CH2:22][C:23]([NH:25][CH2:26][C:27]3[CH:28]=[C:29]([C:34]4[CH:39]=[CH:38][CH:37]=[C:36]([CH:40]=O)[CH:35]=4)[C:30]([F:33])=[CH:31][CH:32]=3)=[O:24])[C:11]([NH:12][CH:13]3[CH2:18][CH2:17][O:16][CH2:15][CH2:14]3)=[C:6]2[CH:5]=[N:4]1)[CH3:2].[CH3:45][C@H:46]1[CH2:51][NH:50][CH2:49][CH2:48][N:47]1C(OC(C)(C)C)=O.C(O)(=O)C, predict the reaction product. (7) Given the reactants [OH:1][CH2:2][C:3]1[CH:12]=[CH:11][CH:10]=[C:9]2[C:4]=1[CH:5]=[CH:6][CH:7]=[C:8]2[OH:13].Cl[C:15]1[CH:22]=[CH:21][C:18]([C:19]#[N:20])=[CH:17][N:16]=1, predict the reaction product. The product is: [OH:1][CH2:2][C:3]1[CH:12]=[CH:11][CH:10]=[C:9]2[C:4]=1[CH:5]=[CH:6][CH:7]=[C:8]2[O:13][C:15]1[CH:22]=[CH:21][C:18]([C:19]#[N:20])=[CH:17][N:16]=1. (8) Given the reactants [CH2:1]([O:3][C:4](=[O:15])[C@@H:5]([OH:14])[CH2:6][C:7]1[CH:12]=[CH:11][C:10]([OH:13])=[CH:9][CH:8]=1)[CH3:2].[CH2:16](Br)[C:17]1[CH:22]=[CH:21][CH:20]=[CH:19][CH:18]=1.C(=O)([O-])[O-].[K+].[K+], predict the reaction product. The product is: [CH2:1]([O:3][C:4](=[O:15])[CH:5]([OH:14])[CH2:6][C:7]1[CH:8]=[CH:9][C:10]([O:13][CH2:16][C:17]2[CH:22]=[CH:21][CH:20]=[CH:19][CH:18]=2)=[CH:11][CH:12]=1)[CH3:2]. (9) Given the reactants C(NC(C)C)(C)C.C([Li])CCC.[C:13]([O:16][CH2:17][CH3:18])(=[O:15])[CH3:14].[C:19]1(=[CH:22][C:23]([O:25][CH3:26])=[O:24])[CH2:21][CH2:20]1.[Cl-].[NH4+], predict the reaction product. The product is: [C:19]1([CH2:14][C:13]([O:16][CH2:17][CH3:18])=[O:15])([CH2:22][C:23]([O:25][CH3:26])=[O:24])[CH2:21][CH2:20]1. (10) The product is: [C:1]([C:3]1[C:4]([N:16]2[CH2:19][CH:18]([C:20](=[O:21])[NH:34][S:31]([CH2:30][C:26]3[CH:27]=[CH:28][CH:29]=[C:24]([F:23])[CH:25]=3)(=[O:33])=[O:32])[CH2:17]2)=[N:5][C:6]([O:14][CH3:15])=[C:7]([CH:8]=1)[C:9]([O:11][CH2:12][CH3:13])=[O:10])#[N:2]. Given the reactants [C:1]([C:3]1[C:4]([N:16]2[CH2:19][CH:18]([C:20](O)=[O:21])[CH2:17]2)=[N:5][C:6]([O:14][CH3:15])=[C:7]([C:9]([O:11][CH2:12][CH3:13])=[O:10])[CH:8]=1)#[N:2].[F:23][C:24]1[CH:25]=[C:26]([CH2:30][S:31]([NH2:34])(=[O:33])=[O:32])[CH:27]=[CH:28][CH:29]=1, predict the reaction product.